This data is from Full USPTO retrosynthesis dataset with 1.9M reactions from patents (1976-2016). The task is: Predict the reactants needed to synthesize the given product. The reactants are: Cl[C:2]1[CH:10]=[C:9]([NH:11][C@H:12]2[CH2:17][CH2:16][C@@H:15]([OH:18])[CH2:14][CH2:13]2)[C:5]([C:6]([NH2:8])=[O:7])=[CH:4][N:3]=1.[NH2:19][C:20]1[CH:25]=[CH:24][C:23]([N:26]2[CH2:31][CH2:30][N:29]([C:32](=[O:34])[CH3:33])[CH2:28][CH2:27]2)=[CH:22][CH:21]=1.O.O.O.[O-]C1C=CC=CC=1.[Na+].CC1(C)C2C(=C(P(C3C=CC=CC=3)C3C=CC=CC=3)C=CC=2)OC2C(P(C3C=CC=CC=3)C3C=CC=CC=3)=CC=CC1=2. Given the product [C:32]([N:29]1[CH2:28][CH2:27][N:26]([C:23]2[CH:24]=[CH:25][C:20]([NH:19][C:2]3[CH:10]=[C:9]([NH:11][C@H:12]4[CH2:17][CH2:16][C@@H:15]([OH:18])[CH2:14][CH2:13]4)[C:5]([C:6]([NH2:8])=[O:7])=[CH:4][N:3]=3)=[CH:21][CH:22]=2)[CH2:31][CH2:30]1)(=[O:34])[CH3:33], predict the reactants needed to synthesize it.